From a dataset of Full USPTO retrosynthesis dataset with 1.9M reactions from patents (1976-2016). Predict the reactants needed to synthesize the given product. (1) The reactants are: [CH3:1][C:2]1[C:6]([C:7]2[NH:24][C:10]3=[N:11][CH:12]=[C:13](B4OC(C)(C)C(C)(C)O4)[CH:14]=[C:9]3[CH:8]=2)=[C:5]([CH3:25])[O:4][N:3]=1.FC(F)(F)S(O[C:32]1[N:36]([CH2:37][CH3:38])[N:35]=[C:34]([C:39]2[CH:40]=[N:41][CH:42]=[CH:43][CH:44]=2)[CH:33]=1)(=O)=O.C(=O)([O-])[O-].[K+].[K+]. Given the product [CH2:37]([N:36]1[C:32]([C:13]2[CH:14]=[C:9]3[CH:8]=[C:7]([C:6]4[C:2]([CH3:1])=[N:3][O:4][C:5]=4[CH3:25])[NH:24][C:10]3=[N:11][CH:12]=2)=[CH:33][C:34]([C:39]2[CH:40]=[N:41][CH:42]=[CH:43][CH:44]=2)=[N:35]1)[CH3:38], predict the reactants needed to synthesize it. (2) Given the product [CH2:1]([O:5][CH2:6][CH2:7][O:8][C:9]1[CH:10]=[CH:11][C:12]([C:15]2[CH:16]=[C:17](/[CH:27]=[C:28](\[CH3:32])/[C:29]([NH:58][C:57]3[CH:56]=[CH:55][C:54]([S:53][CH2:52][C:48]4[N:47]([CH2:44][CH2:45][CH3:46])[CH:51]=[N:50][N:49]=4)=[CH:60][CH:59]=3)=[O:30])[C:18]([N:21]3[CH2:25][CH2:24][CH:23]([CH3:26])[CH2:22]3)=[N:19][CH:20]=2)=[CH:13][CH:14]=1)[CH2:2][CH2:3][CH3:4], predict the reactants needed to synthesize it. The reactants are: [CH2:1]([O:5][CH2:6][CH2:7][O:8][C:9]1[CH:14]=[CH:13][C:12]([C:15]2[CH:16]=[C:17](/[CH:27]=[C:28](\[CH3:32])/[C:29](O)=[O:30])[C:18]([N:21]3[CH2:25][CH2:24][CH:23]([CH3:26])[CH2:22]3)=[N:19][CH:20]=2)=[CH:11][CH:10]=1)[CH2:2][CH2:3][CH3:4].CN(C=O)C.C(Cl)(=O)C(Cl)=O.[CH2:44]([N:47]1[CH:51]=[N:50][N:49]=[C:48]1[CH2:52][S:53][C:54]1[CH:60]=[CH:59][C:57]([NH2:58])=[CH:56][CH:55]=1)[CH2:45][CH3:46]. (3) Given the product [CH3:13][O:3][C:1]([CH3:2])=[C:4]([C:7]1[CH:12]=[CH:11][CH:10]=[CH:9][CH:8]=1)[C:5]#[N:6], predict the reactants needed to synthesize it. The reactants are: [C:1]([CH:4]([C:7]1[CH:12]=[CH:11][CH:10]=[CH:9][CH:8]=1)[C:5]#[N:6])(=[O:3])[CH3:2].[C:13](OC)(OC)(OC)C. (4) Given the product [CH2:2]([S:40]([C:15]1[C:16]([C:21]([NH:23][C:24]2[CH:29]=[CH:28][C:27]([S:30][C:31]([F:33])([F:34])[F:32])=[CH:26][N:25]=2)=[O:22])=[N:17][CH:18]=[CH:19][CH:20]=1)(=[O:44])=[O:42])[CH3:3], predict the reactants needed to synthesize it. The reactants are: Cl[C:2]1C=CC=C(C(OO)=O)[CH:3]=1.C(S[C:15]1[C:16]([C:21]([NH:23][C:24]2[CH:29]=[CH:28][C:27]([S:30][C:31]([F:34])([F:33])[F:32])=[CH:26][N:25]=2)=[O:22])=[N:17][CH:18]=[CH:19][CH:20]=1)C.C(=O)(O)[O-].[Na+].[S:40]([O-:44])([O-])(=[O:42])=S.[Na+].[Na+]. (5) Given the product [CH3:36][S:33]([C:30]1[CH:29]=[CH:28][C:27]([C:19]([C:11]2[NH:10][C:14]3=[N:15][CH:16]=[CH:17][CH:18]=[C:13]3[CH:12]=2)=[CH:20][CH:21]2[CH2:22][CH2:23][O:24][CH2:25][CH2:26]2)=[CH:32][CH:31]=1)(=[O:34])=[O:35], predict the reactants needed to synthesize it. The reactants are: C1(S([N:10]2[C:14]3=[N:15][CH:16]=[CH:17][CH:18]=[C:13]3[CH:12]=[C:11]2[C:19]([C:27]2[CH:32]=[CH:31][C:30]([S:33]([CH3:36])(=[O:35])=[O:34])=[CH:29][CH:28]=2)=[CH:20][CH:21]2[CH2:26][CH2:25][O:24][CH2:23][CH2:22]2)(=O)=O)C=CC=CC=1.[OH-].[Na+]. (6) Given the product [Cl:1][C:2]1[CH:3]=[C:4]([C:9]2([C:23]([F:26])([F:25])[F:24])[O:13][N:12]=[C:11]([C:14]3[CH:21]=[CH:20][C:17]([CH:18]=[N:28][NH2:29])=[C:16]([CH3:22])[CH:15]=3)[CH2:10]2)[CH:5]=[C:6]([Cl:8])[CH:7]=1, predict the reactants needed to synthesize it. The reactants are: [Cl:1][C:2]1[CH:3]=[C:4]([C:9]2([C:23]([F:26])([F:25])[F:24])[O:13][N:12]=[C:11]([C:14]3[CH:21]=[CH:20][C:17]([CH:18]=O)=[C:16]([CH3:22])[CH:15]=3)[CH2:10]2)[CH:5]=[C:6]([Cl:8])[CH:7]=1.O.[NH2:28][NH2:29]. (7) Given the product [N+:1]([C:4]1[CH:5]=[C:6]2[C:10](=[CH:11][CH:12]=1)[CH2:9][CH:8]([OH:13])[CH2:7]2)([O-:3])=[O:2], predict the reactants needed to synthesize it. The reactants are: [N+:1]([C:4]1[CH:5]=[C:6]2[C:10](=[CH:11][CH:12]=1)[CH2:9][C:8](=[O:13])[CH2:7]2)([O-:3])=[O:2].[BH4-].[Na+].O. (8) Given the product [CH2:11]([O:13][C:14]([CH:16]1[C:17]2[C:10]3[C:5](=[CH:6][CH:7]=[CH:8][CH:9]=3)[N:4]([CH2:3][CH2:2][F:1])[C:18]=2[CH2:19][CH2:20][CH2:21]1)=[O:15])[CH3:12], predict the reactants needed to synthesize it. The reactants are: [F:1][CH2:2][CH2:3][NH:4][C:5]1[CH:10]=[CH:9][CH:8]=[CH:7][CH:6]=1.[CH2:11]([O:13][C:14]([C:16]1[CH2:21][CH2:20][CH2:19][CH:18](Br)[C:17]=1O)=[O:15])[CH3:12].